Predict the product of the given reaction. From a dataset of Forward reaction prediction with 1.9M reactions from USPTO patents (1976-2016). (1) Given the reactants [F:1][C:2]1[CH:9]=[CH:8][CH:7]=[CH:6][C:3]=1[CH2:4]Cl.[OH:10][C:11]1[CH:18]=[CH:17][C:14]([CH:15]=[O:16])=[CH:13][CH:12]=1.C([O-])([O-])=O.[K+].[K+].[Na+].[I-], predict the reaction product. The product is: [F:1][C:2]1[CH:9]=[CH:8][CH:7]=[CH:6][C:3]=1[CH2:4][O:10][C:11]1[CH:18]=[CH:17][C:14]([CH:15]=[O:16])=[CH:13][CH:12]=1. (2) Given the reactants [OH-].[Na+].[CH2:3]([CH:7]([CH2:10][CH2:11][CH2:12][CH3:13])[CH:8]=[O:9])[CH2:4][CH2:5][CH3:6].C=O.C[CH2:17][O:18]CC, predict the reaction product. The product is: [CH2:3]([C:7]([CH2:17][OH:18])([CH2:10][CH2:11][CH2:12][CH3:13])[CH:8]=[O:9])[CH2:4][CH2:5][CH3:6]. (3) The product is: [CH:6]([C:5]1[CH:8]=[CH:9][C:2]([N:14]2[CH2:15][CH2:16][N:11]([CH3:10])[CH2:12][CH2:13]2)=[CH:3][CH:4]=1)=[O:7]. Given the reactants F[C:2]1[CH:9]=[CH:8][C:5]([CH:6]=[O:7])=[CH:4][CH:3]=1.[CH3:10][N:11]1[CH2:16][CH2:15][NH:14][CH2:13][CH2:12]1.C(=O)([O-])[O-].[Na+].[Na+], predict the reaction product. (4) Given the reactants [N:1]1[CH:6]=[CH:5][C:4]([NH:7][C@@H:8]([CH3:11])[CH2:9]O)=[CH:3][CH:2]=1.S(Cl)([Cl:14])=O, predict the reaction product. The product is: [ClH:14].[Cl:14][CH2:9][C@@H:8]([NH:7][C:4]1[CH:5]=[CH:6][N:1]=[CH:2][CH:3]=1)[CH3:11].